From a dataset of Reaction yield outcomes from USPTO patents with 853,638 reactions. Predict the reaction yield, written as a fraction of the theoretical maximum amount of product (1.0 means a 100% yield; for example, 0.34 means a 34% yield). (1) The reactants are [CH3:1][C:2]1[C:7]([OH:8])=[CH:6][CH:5]=[CH:4][N:3]=1.[H-].[Na+].Br[C:12]1[CH:13]=[C:14]([N+]([O-])=O)[C:15]([C:18]#[N:19])=[N:16][CH:17]=1.[N:23]1[CH:28]=[CH:27][CH:26]=[CH:25][C:24]=1[SH:29]. The catalyst is CN(C=O)C. The product is [CH3:1][C:2]1[C:7]([O:8][C:14]2[C:15]([C:18]#[N:19])=[N:16][CH:17]=[C:12]([S:29][C:24]3[CH:25]=[CH:26][CH:27]=[CH:28][N:23]=3)[CH:13]=2)=[CH:6][CH:5]=[CH:4][N:3]=1. The yield is 0.850. (2) The reactants are [CH:1]([N:4]1[C:8]([C:9]2[S:10][C:11]3[CH2:12][CH2:13][O:14][C:15]4[CH:22]=[CH:21][C:20]([C:23]5[C:24](=[O:29])[NH:25][CH:26]=[CH:27][CH:28]=5)=[CH:19][C:16]=4[C:17]=3[N:18]=2)=[N:7][CH:6]=[N:5]1)([CH3:3])[CH3:2].Cl.Cl[CH2:32][CH2:33][N:34]1[CH2:39][CH2:38][O:37][CH2:36][CH2:35]1. No catalyst specified. The product is [CH:1]([N:4]1[C:8]([C:9]2[S:10][C:11]3[CH2:12][CH2:13][O:14][C:15]4[CH:22]=[CH:21][C:20]([C:23]5[C:24](=[O:29])[N:25]([CH2:32][CH2:33][N:34]6[CH2:39][CH2:38][O:37][CH2:36][CH2:35]6)[CH:26]=[CH:27][CH:28]=5)=[CH:19][C:16]=4[C:17]=3[N:18]=2)=[N:7][CH:6]=[N:5]1)([CH3:3])[CH3:2]. The yield is 0.0200. (3) The reactants are [Br:1][C:2]1[S:6][C:5]([NH:7][C:8](=[O:14])[O:9][C:10]([CH3:13])([CH3:12])[CH3:11])=[N:4][CH:3]=1.C([O-])([O-])=O.[Cs+].[Cs+].[Cl:21][C:22]1[CH:23]=[C:24]([CH2:29][C@H:30]2[CH2:34]OS(=O)[N:31]2[C:36]([O:38][C:39]([CH3:42])([CH3:41])[CH3:40])=[O:37])[CH:25]=[N:26][C:27]=1[F:28]. The catalyst is CN(C=O)C.[NH4+].[Cl-].O.CCOC(C)=O. The product is [Br:1][C:2]1[S:6][C:5]([N:7]([CH2:34][C@@H:30]([NH:31][C:36]([O:38][C:39]([CH3:40])([CH3:42])[CH3:41])=[O:37])[CH2:29][C:24]2[CH:25]=[N:26][C:27]([F:28])=[C:22]([Cl:21])[CH:23]=2)[C:8](=[O:14])[O:9][C:10]([CH3:11])([CH3:13])[CH3:12])=[N:4][CH:3]=1. The yield is 0.730. (4) The catalyst is CN(C=O)C. The product is [CH3:1][O:2][C:3](=[O:12])[C:4]1[CH:9]=[C:8]([F:10])[CH:7]=[C:6]([C:14]#[N:15])[CH:5]=1. The reactants are [CH3:1][O:2][C:3](=[O:12])[C:4]1[CH:9]=[C:8]([F:10])[CH:7]=[C:6](Br)[CH:5]=1.[Cu](C#N)[C:14]#[N:15].C([O-])([O-])=O.[K+].[K+].C(OCC)(=O)C. The yield is 0.600. (5) The reactants are [Br:1][C:2]1([CH:9]=[C:8](O)C=[CH:6][CH2:5]1)C=O.[C:11]([O-:14])([O-])=O.[Cs+].[Cs+].[CH2:17](Br)[C:18]1[CH:23]=[CH:22][CH:21]=[CH:20][CH:19]=1.CN([CH:28]=[O:29])C. The catalyst is O. The product is [CH2:17]([O:29][C:28]1[CH:6]=[CH:5][C:2]([Br:1])=[C:9]([CH:8]=1)[CH:11]=[O:14])[C:18]1[CH:23]=[CH:22][CH:21]=[CH:20][CH:19]=1. The yield is 0.940. (6) The reactants are C(OC([NH:8][C@:9]([CH3:39])([CH2:20][CH2:21][C:22]1[O:23][C:24]([C:27](=[O:38])[CH2:28][CH2:29][CH2:30][CH2:31][C:32]2[CH:37]=[CH:36][CH:35]=[CH:34][CH:33]=2)=[CH:25][CH:26]=1)[CH2:10][CH2:11][P:12](=[O:19])([O:16]CC)[O:13]CC)=O)(C)(C)C.Br[Si](C)(C)C. The catalyst is ClCCl. The product is [NH2:8][C@:9]([CH3:39])([CH2:20][CH2:21][C:22]1[O:23][C:24]([C:27](=[O:38])[CH2:28][CH2:29][CH2:30][CH2:31][C:32]2[CH:33]=[CH:34][CH:35]=[CH:36][CH:37]=2)=[CH:25][CH:26]=1)[CH2:10][CH2:11][P:12](=[O:13])([OH:16])[OH:19]. The yield is 0.660. (7) The reactants are [C:1]([Si:5]([CH3:18])([CH3:17])[O:6][C:7]1[CH:8]=[C:9]2[C:14](=[CH:15][CH:16]=1)[NH:13][CH2:12][CH2:11][CH2:10]2)([CH3:4])([CH3:3])[CH3:2].I[C:20]1[CH:25]=[CH:24][CH:23]=[CH:22][CH:21]=1.C1C=CC(P(C2C(C3C(P(C4C=CC=CC=4)C4C=CC=CC=4)=CC=C4C=3C=CC=C4)=C3C(C=CC=C3)=CC=2)C2C=CC=CC=2)=CC=1.C([O-])([O-])=O.[Cs+].[Cs+]. The catalyst is C1(C)C=CC=CC=1.C1C=CC(/C=C/C(/C=C/C2C=CC=CC=2)=O)=CC=1.C1C=CC(/C=C/C(/C=C/C2C=CC=CC=2)=O)=CC=1.C1C=CC(/C=C/C(/C=C/C2C=CC=CC=2)=O)=CC=1.[Pd].[Pd]. The product is [C:1]([Si:5]([CH3:18])([CH3:17])[O:6][C:7]1[CH:8]=[C:9]2[C:14](=[CH:15][CH:16]=1)[N:13]([C:20]1[CH:25]=[CH:24][CH:23]=[CH:22][CH:21]=1)[CH2:12][CH2:11][CH2:10]2)([CH3:4])([CH3:3])[CH3:2]. The yield is 0.780.